From a dataset of Full USPTO retrosynthesis dataset with 1.9M reactions from patents (1976-2016). Predict the reactants needed to synthesize the given product. (1) The reactants are: ClC1C=CC2OC3C=CC=CC=3CC(=O)C=2C=1.Cl[C:19]1[CH:20]=[CH:21][C:22]2[O:28][C:27]3[CH:29]=[CH:30][CH:31]=[CH:32][C:26]=3[CH:25]([CH2:33][C:34](=[O:36])[CH3:35])[C:24](=[O:37])[C:23]=2[CH:38]=1. Given the product [O:36]=[C:34]([CH3:35])[CH2:33][CH:25]1[C:24](=[O:37])[C:23]2[CH:38]=[CH:19][CH:20]=[CH:21][C:22]=2[O:28][C:27]2[CH:29]=[CH:30][CH:31]=[CH:32][C:26]1=2, predict the reactants needed to synthesize it. (2) Given the product [N:27]1([C:24]2[CH:25]=[CH:26][C:21]([C:18]3[N:19]=[N:20][C:15]([O:13][CH2:12][CH:9]4[CH2:10][CH2:11][NH:7][CH2:8]4)=[CH:16][CH:17]=3)=[C:22]([OH:32])[CH:23]=2)[CH:31]=[CH:30][CH:29]=[N:28]1, predict the reactants needed to synthesize it. The reactants are: CC(C)([O-])C.[K+].[NH:7]1[CH2:11][CH2:10][CH:9]([CH2:12][OH:13])[CH2:8]1.Cl[C:15]1[N:20]=[N:19][C:18]([C:21]2[CH:26]=[CH:25][C:24]([N:27]3[CH:31]=[CH:30][CH:29]=[N:28]3)=[CH:23][C:22]=2[OH:32])=[CH:17][CH:16]=1. (3) Given the product [NH2:20][C:18]1[CH:19]=[C:14]([C:10]2([CH3:13])[CH:9]3[CH:11]2[CH2:12][N:7]([CH2:1][CH2:2][CH2:3][CH2:4][CH2:5][CH3:6])[CH2:8]3)[CH:15]=[CH:16][C:17]=1[NH2:21], predict the reactants needed to synthesize it. The reactants are: [CH2:1]([N:7]1[CH2:12][CH:11]2[CH:9]([C:10]2([C:14]2[CH:15]=[CH:16][C:17]([N+:21]([O-])=O)=[C:18]([NH2:20])[CH:19]=2)[CH3:13])[CH2:8]1)[CH2:2][CH2:3][CH2:4][CH2:5][CH3:6]. (4) Given the product [NH2:10][C:9]1[S:13][CH:14]=[CH:15][C:8]=1[C:6]([C:5]1[CH:11]=[CH:12][C:2]([CH3:1])=[CH:3][CH:4]=1)=[O:7], predict the reactants needed to synthesize it. The reactants are: [CH3:1][C:2]1[CH:12]=[CH:11][C:5]([C:6]([CH2:8][C:9]#[N:10])=[O:7])=[CH:4][CH:3]=1.[S:13]1CC(O)S[CH2:15][CH:14]1O.C(N(CC)CC)C. (5) Given the product [CH:37]([NH:36][S:33]([C:29]1[CH:28]=[C:27]([NH:26][C:12]([C:11]2[CH:10]=[N:9][N:8]3[C:3]([CH:2]([F:25])[F:1])=[CH:4][C:5]([C:15]4[CH:20]=[CH:19][C:18]([C:21]([F:24])([F:22])[F:23])=[CH:17][CH:16]=4)=[N:6][C:7]=23)=[O:13])[CH:32]=[CH:31][CH:30]=1)(=[O:35])=[O:34])([CH3:39])[CH3:38], predict the reactants needed to synthesize it. The reactants are: [F:1][CH:2]([F:25])[C:3]1[N:8]2[N:9]=[CH:10][C:11]([C:12](O)=[O:13])=[C:7]2[N:6]=[C:5]([C:15]2[CH:20]=[CH:19][C:18]([C:21]([F:24])([F:23])[F:22])=[CH:17][CH:16]=2)[CH:4]=1.[NH2:26][C:27]1[CH:28]=[C:29]([S:33]([NH:36][CH:37]([CH3:39])[CH3:38])(=[O:35])=[O:34])[CH:30]=[CH:31][CH:32]=1. (6) Given the product [Br:43][C:44]1[CH:49]=[CH:48][CH:47]=[CH:46][C:45]=1[NH:50][CH:51]1[CH2:56][CH2:55][N:54]([C:11](=[O:13])[CH2:10][NH:9][C:7]([C:4]2[CH:3]=[CH:2][C:1]([C:14]3[CH:19]=[CH:18][CH:17]=[CH:16][CH:15]=3)=[CH:6][CH:5]=2)=[O:8])[CH2:53][CH2:52]1, predict the reactants needed to synthesize it. The reactants are: [C:1]1([C:14]2[CH:19]=[CH:18][CH:17]=[CH:16][CH:15]=2)[CH:6]=[CH:5][C:4]([C:7]([NH:9][CH2:10][C:11]([OH:13])=O)=[O:8])=[CH:3][CH:2]=1.CCN(C(C)C)C(C)C.CCN=C=NCCCN(C)C.Cl.Cl.Cl.[Br:43][C:44]1[CH:49]=[CH:48][CH:47]=[CH:46][C:45]=1[NH:50][CH:51]1[CH2:56][CH2:55][NH:54][CH2:53][CH2:52]1.